This data is from Reaction yield outcomes from USPTO patents with 853,638 reactions. The task is: Predict the reaction yield, written as a fraction of the theoretical maximum amount of product (1.0 means a 100% yield; for example, 0.34 means a 34% yield). The reactants are [CH2:1]=O.[Cl:3][C:4]1[CH:11]=[CH:10][CH:9]=[CH:8][C:5]=1[CH2:6][NH2:7].O.[C:13]([OH:23])(=[O:22])[C:14]1[NH:21][C:19](=[O:20])[NH:18][C:16](=[O:17])[CH:15]=1. The catalyst is C(O)C. The product is [Cl:3][C:4]1[CH:11]=[CH:10][CH:9]=[CH:8][C:5]=1[CH2:6][NH:7][CH2:1][C:15]1[C:16](=[O:17])[NH:18][C:19](=[O:20])[NH:21][C:14]=1[C:13]([OH:23])=[O:22]. The yield is 0.430.